This data is from Forward reaction prediction with 1.9M reactions from USPTO patents (1976-2016). The task is: Predict the product of the given reaction. (1) Given the reactants [F:1][C:2]1[CH:7]=[CH:6][C:5]([C:8]([CH3:16])([CH3:15])[C:9](N(OC)C)=[O:10])=[CH:4][C:3]=1[O:17][CH3:18].[Li][CH3:20], predict the reaction product. The product is: [F:1][C:2]1[CH:7]=[CH:6][C:5]([C:8]([CH3:15])([CH3:16])[C:9](=[O:10])[CH3:20])=[CH:4][C:3]=1[O:17][CH3:18]. (2) Given the reactants [N:1]12[CH2:8][CH2:7][C:4]([O:9][C:10](=[O:25])[NH:11][C:12]3[CH:17]=[C:16](Br)[CH:15]=[CH:14][C:13]=3[C:19]3[CH:24]=[CH:23][CH:22]=[CH:21][CH:20]=3)([CH2:5][CH2:6]1)[CH2:3][CH2:2]2.[CH2:26]([N:29]([CH3:37])[C:30](=[O:36])[O:31][C:32]([CH3:35])([CH3:34])[CH3:33])[CH:27]=[CH2:28].C1(C)C=CC=CC=1P(C1C=CC=CC=1C)C1C=CC=CC=1C.C(N(CC)C(C)C)(C)C, predict the reaction product. The product is: [N:1]12[CH2:8][CH2:7][C:4]([O:9][C:10](=[O:25])[NH:11][C:12]3[CH:17]=[C:16](/[CH:28]=[CH:27]/[CH2:26][N:29]([C:30]([O:31][C:32]([CH3:35])([CH3:34])[CH3:33])=[O:36])[CH3:37])[CH:15]=[CH:14][C:13]=3[C:19]3[CH:24]=[CH:23][CH:22]=[CH:21][CH:20]=3)([CH2:5][CH2:6]1)[CH2:3][CH2:2]2. (3) Given the reactants [Cl:1][C:2]1[CH:9]=[CH:8][C:5]([CH2:6]Br)=[CH:4][CH:3]=1.C([O:12][C:13](=[O:41])[C:14]([O:33][C:34]1[CH:39]=[CH:38][CH:37]=[CH:36][C:35]=1[F:40])([CH3:32])[CH2:15][C:16]1[CH:21]=[CH:20][C:19]([O:22][CH2:23][CH2:24][CH:25]2[CH2:29][NH:28][C:27](=[O:30])[N:26]2[CH3:31])=[CH:18][CH:17]=1)C.[H-].[Na+], predict the reaction product. The product is: [Cl:1][C:2]1[CH:9]=[CH:8][C:5]([CH2:6][N:28]2[CH2:29][CH:25]([CH2:24][CH2:23][O:22][C:19]3[CH:18]=[CH:17][C:16]([CH2:15][C:14]([O:33][C:34]4[CH:39]=[CH:38][CH:37]=[CH:36][C:35]=4[F:40])([CH3:32])[C:13]([OH:41])=[O:12])=[CH:21][CH:20]=3)[N:26]([CH3:31])[C:27]2=[O:30])=[CH:4][CH:3]=1. (4) Given the reactants [NH2:1][C:2]1[CH:7]=[C:6]([Br:8])[CH:5]=[CH:4][C:3]=1[NH:9][C:10](=O)[CH:11]=[CH:12][CH:13]1[CH2:22][CH2:21][C:16]2(OCC[O:17]2)[CH2:15][CH2:14]1.Cl.C(=O)(O)[O-].[Na+], predict the reaction product. The product is: [Br:8][C:6]1[CH:5]=[CH:4][C:3]2[NH:9][C:10]([CH:11]=[CH:12][CH:13]3[CH2:22][CH2:21][C:16](=[O:17])[CH2:15][CH2:14]3)=[N:1][C:2]=2[CH:7]=1. (5) Given the reactants C(NC(C)C)(C)C.C([Li])CCC.[O:13]1[CH2:18][CH2:17][C:16](=[O:19])[CH2:15][CH2:14]1.[F:20][C:21]([F:40])([F:39])[S:22](N(C1C=CC=CC=1)[S:22]([C:21]([F:40])([F:39])[F:20])(=[O:24])=[O:23])(=[O:24])=[O:23], predict the reaction product. The product is: [F:20][C:21]([F:40])([F:39])[S:22]([O:19][C:16]1[CH2:15][CH2:14][O:13][CH2:18][CH:17]=1)(=[O:24])=[O:23]. (6) Given the reactants [C:1]([O:4][CH:5]([C@@H:7]1[C@:24]2([CH3:25])[C@H:10]([C@H:11]3[C@H:21]([CH2:22][CH2:23]2)[C@:19]2([CH3:20])[C:14](=[CH:15][C@@H:16](O)[CH2:17][CH2:18]2)[CH2:13][CH2:12]3)[CH2:9][CH2:8]1)[CH3:6])(=[O:3])[CH3:2].C1CCCCC1.CCOC(C)=O, predict the reaction product. The product is: [C:1]([O:4][CH:5]([C@@H:7]1[C@:24]2([CH3:25])[C@H:10]([C@H:11]3[C@H:21]([CH2:22][CH2:23]2)[C@:19]2([CH3:20])[C@H:14]([CH2:15][CH2:16][CH2:17][CH2:18]2)[CH2:13][CH2:12]3)[CH2:9][CH2:8]1)[CH3:6])(=[O:3])[CH3:2].